This data is from Aqueous solubility values for 9,982 compounds from the AqSolDB database. The task is: Regression/Classification. Given a drug SMILES string, predict its absorption, distribution, metabolism, or excretion properties. Task type varies by dataset: regression for continuous measurements (e.g., permeability, clearance, half-life) or binary classification for categorical outcomes (e.g., BBB penetration, CYP inhibition). For this dataset (solubility_aqsoldb), we predict Y. (1) The Y is -3.84 log mol/L. The molecule is Cc1c(CC(=O)O)sc2cc(Cl)ccc12. (2) The compound is C=CCc1cc(C(C)(C)c2ccc(O)c(CC=C)c2)ccc1O. The Y is -4.00 log mol/L. (3) The molecule is COc1ccc(S(=O)(=O)CCOS(=O)(=O)[O-])cc1N/N=C1/C(=O)c2c(cc(S(=O)(=O)[O-])c(N=Nc3ccc(S(=O)(=O)CCOS(=O)(=O)[O-])cc3)c2N)C=C1S(=O)(=O)[O-].[Na+].[Na+].[Na+].[Na+]. The Y is -0.416 log mol/L. (4) The Y is 0.634 log mol/L. The compound is COC(=O)CC(C)=O.